Dataset: Peptide-MHC class II binding affinity with 134,281 pairs from IEDB. Task: Regression. Given a peptide amino acid sequence and an MHC pseudo amino acid sequence, predict their binding affinity value. This is MHC class II binding data. (1) The peptide sequence is GELQIVDKIDWAFKI. The MHC is DRB1_1302 with pseudo-sequence DRB1_1302. The binding affinity (normalized) is 0.819. (2) The peptide sequence is TISNNLFFNHHKVML. The MHC is DRB5_0101 with pseudo-sequence DRB5_0101. The binding affinity (normalized) is 0.414. (3) The peptide sequence is DKISDVSTIVPYIGP. The MHC is HLA-DQA10301-DQB10302 with pseudo-sequence HLA-DQA10301-DQB10302. The binding affinity (normalized) is 0.434. (4) The peptide sequence is FAVGLLFRRLTSREV. The MHC is DRB1_0701 with pseudo-sequence DRB1_0701. The binding affinity (normalized) is 0.942. (5) The peptide sequence is SGITLKQATTAPCAV. The MHC is DRB1_0301 with pseudo-sequence DRB1_0301. The binding affinity (normalized) is 0.104. (6) The peptide sequence is LGFLQRSSNFQCQKL. The MHC is DRB4_0101 with pseudo-sequence DRB4_0103. The binding affinity (normalized) is 0.347. (7) The peptide sequence is TKETETEAPAAPAEG. The MHC is DRB1_0401 with pseudo-sequence DRB1_0401. The binding affinity (normalized) is 0.0395. (8) The MHC is DRB1_0701 with pseudo-sequence DRB1_0701. The peptide sequence is PAPMLAAAAGWQTLS. The binding affinity (normalized) is 0.580.